This data is from Full USPTO retrosynthesis dataset with 1.9M reactions from patents (1976-2016). The task is: Predict the reactants needed to synthesize the given product. Given the product [CH3:1][O:2][C:3](=[O:18])[CH:4]([CH2:44][CH2:43][CH2:42][C:41]([F:50])([F:40])[C:46]([F:49])([F:48])[F:47])[C:5]1[C:13]2[C:8](=[CH:9][CH:10]=[CH:11][CH:12]=2)[N:7]([C:14]([O:16][CH3:17])=[O:15])[CH:6]=1, predict the reactants needed to synthesize it. The reactants are: [CH3:1][O:2][C:3](=[O:18])[CH2:4][C:5]1[C:13]2[C:8](=[CH:9][CH:10]=[CH:11][CH:12]=2)[N:7]([C:14]([O:16][CH3:17])=[O:15])[CH:6]=1.CN(C)P(=O)(N(C)C)N(C)C.C[Si]([N-][Si](C)(C)C)(C)C.[Li+].[F:40][C:41]([F:50])([C:46]([F:49])([F:48])[F:47])[CH2:42][CH2:43][CH2:44]I.